This data is from Catalyst prediction with 721,799 reactions and 888 catalyst types from USPTO. The task is: Predict which catalyst facilitates the given reaction. (1) Reactant: [NH2:1][C:2]1[N:23]=[CH:22][CH:21]=[CH:20][C:3]=1[C:4]([NH:6][CH2:7][C:8]1[S:9][C:10]([O:13][C:14]2[CH:19]=[CH:18][CH:17]=[CH:16][CH:15]=2)=[CH:11][CH:12]=1)=[O:5].[C:24](#N)[CH3:25].F[B-](F)(F)F.[O:32]=[N+]=O.C(=O)(O)[O-].[Na+]. Product: [C:24]([NH:1][C:2]1[N:23]=[CH:22][CH:21]=[CH:20][C:3]=1[C:4]([NH:6][CH2:7][C:8]1[S:9][C:10]([O:13][C:14]2[CH:19]=[CH:18][CH:17]=[CH:16][CH:15]=2)=[CH:11][CH:12]=1)=[O:5])(=[O:32])[CH3:25]. The catalyst class is: 355. (2) Reactant: COC1C=C(OC)C=CC=1C[N:6]([C:30]1[S:34][N:33]=[CH:32][N:31]=1)[S:7]([C:10]1[CH:15]=[C:14]([F:16])[C:13]([O:17][C:18]2[CH:23]=[CH:22][C:21]([C:24]([F:27])([F:26])[F:25])=[CH:20][C:19]=2I)=[CH:12][C:11]=1[F:29])(=[O:9])=[O:8].C(=O)([O-])[O-].[K+].[K+].C(OC[N:51]1[C:55](B2OC(C)(C)C(C)(C)O2)=[CH:54][CH:53]=[N:52]1)C.FC(F)(F)C(O)=O. Product: [F:29][C:11]1[CH:12]=[C:13]([O:17][C:18]2[CH:23]=[CH:22][C:21]([C:24]([F:27])([F:26])[F:25])=[CH:20][C:19]=2[C:53]2[NH:52][N:51]=[CH:55][CH:54]=2)[C:14]([F:16])=[CH:15][C:10]=1[S:7]([NH:6][C:30]1[S:34][N:33]=[CH:32][N:31]=1)(=[O:9])=[O:8]. The catalyst class is: 70. (3) Reactant: [OH-].[K+:2].[CH3:3][CH2:4][CH2:5][CH2:6][C:7]1[N:11]([CH2:12][C:13]2[CH:14]=[CH:15][C:16]([C:19]3[CH:20]=[CH:21][CH:22]=[CH:23][C:24]=3[C:25]3[N:29]=[N:28][NH:27][N:26]=3)=[CH:17][CH:18]=2)[C:10]([CH2:30][OH:31])=[C:9]([Cl:32])[N:8]=1. Product: [CH3:3][CH2:4][CH2:5][CH2:6][C:7]1[N:11]([CH2:12][C:13]2[CH:18]=[CH:17][C:16]([C:19]3[CH:20]=[CH:21][CH:22]=[CH:23][C:24]=3[C:25]3[N:29]=[N:28][N-:27][N:26]=3)=[CH:15][CH:14]=2)[C:10]([CH2:30][OH:31])=[C:9]([Cl:32])[N:8]=1.[K+:2]. The catalyst class is: 32. (4) Reactant: [NH2:1][C:2]1[N:7]=[C:6]([CH3:8])[C:5]([Br:9])=[C:4]([CH3:10])[N:3]=1.[CH3:11][C:12](=O)[CH2:13][CH2:14][C:15](=O)[CH3:16].C1(C)C=CC(S(O)(=O)=O)=CC=1.O. Product: [Br:9][C:5]1[C:4]([CH3:10])=[N:3][C:2]([N:1]2[C:15]([CH3:16])=[CH:14][CH:13]=[C:12]2[CH3:11])=[N:7][C:6]=1[CH3:8]. The catalyst class is: 11. (5) Reactant: [C:1]1([C@H:7]([CH3:42])[C:8]([N:10]2[C:16]3[CH:17]=[CH:18][C:19]([C:21]([OH:30])([C:26]([F:29])([F:28])[F:27])[C:22]([F:25])([F:24])[F:23])=[CH:20][C:15]=3[CH2:14][CH2:13][C@H:12]([O:31][C:32]3[CH:33]=[C:34]([CH2:38][C:39]([OH:41])=[O:40])[CH:35]=[CH:36][CH:37]=3)[CH2:11]2)=[O:9])[CH:6]=[CH:5][CH:4]=[CH:3][CH:2]=1.C[O:44][C:45](=O)[CH2:46][C:47]1C=CC=C(O)C=1.[C:68]1(P([C:68]2[CH:73]=[CH:72][CH:71]=[CH:70][CH:69]=2)[C:68]2[CH:73]=[CH:72][CH:71]=[CH:70][CH:69]=2)[CH:73]=[CH:72][CH:71]=[CH:70][CH:69]=1.N(C(OCC)=O)=N[C:76](OCC)=O. Product: [F:23][C:22]([F:25])([F:24])[C:21]([O:30][C:45](=[O:44])[C@H:46]([C:68]1[CH:69]=[CH:70][CH:71]=[CH:72][CH:73]=1)[CH3:47])([C:19]1[CH:18]=[CH:17][C:16]2[N:10]([C:8](=[O:9])[C@H:7]([C:1]3[CH:6]=[CH:5][CH:4]=[CH:3][CH:2]=3)[CH3:42])[CH2:11][C@@H:12]([O:31][C:32]3[CH:37]=[CH:36][CH:35]=[C:34]([CH2:38][C:39]([O:41][CH3:76])=[O:40])[CH:33]=3)[CH2:13][CH2:14][C:15]=2[CH:20]=1)[C:26]([F:28])([F:29])[F:27]. The catalyst class is: 11. (6) Reactant: [NH2:1][C:2]1[CH:3]=[N:4][C:5]2[C:10]([C:11]=1[NH:12][CH2:13][CH2:14][NH:15][C:16](=[O:22])[O:17][C:18]([CH3:21])([CH3:20])[CH3:19])=[N:9][CH:8]=[CH:7][CH:6]=2.[C:23](OC)(OC)(OC)[CH2:24][CH2:25][CH2:26][CH3:27].C1(C)C=CC=CC=1. Product: [CH2:24]([C:23]1[N:12]([CH2:13][CH2:14][NH:15][C:16](=[O:22])[O:17][C:18]([CH3:19])([CH3:21])[CH3:20])[C:11]2[C:10]3[N:9]=[CH:8][CH:7]=[CH:6][C:5]=3[N:4]=[CH:3][C:2]=2[N:1]=1)[CH2:25][CH2:26][CH3:27]. The catalyst class is: 113. (7) Reactant: [C:1]([C:4]1[CH:13]=[CH:12][C:7]([CH2:8][N:9]=[N+:10]=[N-:11])=[CH:6][CH:5]=1)(=[NH:3])[NH2:2].C(N(CC)CC)C.Cl[C:22]([O:24][CH2:25][C:26]1[CH:31]=[CH:30][CH:29]=[CH:28][CH:27]=1)=[O:23].Cl. Product: [CH2:25]([O:24][C:22]([NH:3][C:1]([C:4]1[CH:5]=[CH:6][C:7]([CH2:8][N:9]=[N+:10]=[N-:11])=[CH:12][CH:13]=1)=[NH:2])=[O:23])[C:26]1[CH:31]=[CH:30][CH:29]=[CH:28][CH:27]=1. The catalyst class is: 34.